This data is from Forward reaction prediction with 1.9M reactions from USPTO patents (1976-2016). The task is: Predict the product of the given reaction. Given the reactants [C:1]1([C:7]2[N:8]=[N:9][CH:10]=[C:11]([C:21]3[CH:26]=[CH:25][CH:24]=[CH:23][CH:22]=3)[C:12]=2[C:13]2[O:14][CH:15]=[C:16]([CH:18](O)[CH3:19])[N:17]=2)[CH:6]=[CH:5][CH:4]=[CH:3][CH:2]=1, predict the reaction product. The product is: [C:1]1([C:7]2[N:8]=[N:9][CH:10]=[C:11]([C:21]3[CH:22]=[CH:23][CH:24]=[CH:25][CH:26]=3)[C:12]=2[C:13]2[O:14][CH:15]=[C:16]([CH:18]=[CH2:19])[N:17]=2)[CH:6]=[CH:5][CH:4]=[CH:3][CH:2]=1.